Predict the reaction yield, written as a fraction of the theoretical maximum amount of product (1.0 means a 100% yield; for example, 0.34 means a 34% yield). From a dataset of Reaction yield outcomes from USPTO patents with 853,638 reactions. (1) The product is [N:9]1[C:10]2[C:5](=[CH:4][C:3]([CH2:2][C:13]#[N:14])=[CH:12][CH:11]=2)[N:6]=[CH:7][CH:8]=1. The catalyst is C(O)C. The yield is 0.230. The reactants are Br[CH2:2][C:3]1[CH:4]=[C:5]2[C:10](=[CH:11][CH:12]=1)[N:9]=[CH:8][CH:7]=[N:6]2.[C-:13]#[N:14].[Na+]. (2) The reactants are [C:1](Cl)(=O)[C:2]([Cl:4])=[O:3].[Br:7][C:8]1[CH:9]=[N:10]C(C(O)=O)=[N:12][CH:13]=1.CN(C)C=O. The catalyst is ClCCl.CN(C)C=O.CO. The product is [Br:7][C:8]1[CH:13]=[N:12][C:1]([C:2]([Cl:4])=[O:3])=[N:10][CH:9]=1. The yield is 1.00. (3) The reactants are [Cl:1][C:2]1[CH:7]=[CH:6][C:5]([CH2:8][N:9]2[CH2:14][CH2:13][NH:12][CH2:11][CH2:10]2)=[C:4]([N:15]2[CH2:20][CH2:19][CH:18]([C:21]([N:23]3[CH2:27][CH2:26][CH2:25][CH2:24]3)=[O:22])[CH2:17][CH2:16]2)[CH:3]=1.[C:28](=O)([O:37]N1C(=O)CCC1=O)[O:29][N:30]1[C:34](=[O:35])[CH2:33][CH2:32][C:31]1=[O:36].ClCCl.C(N(CC)C(C)C)(C)C. The catalyst is O. The product is [Cl:1][C:2]1[CH:7]=[CH:6][C:5]([CH2:8][N:9]2[CH2:14][CH2:13][N:12]([C:28]([O:29][N:30]3[C:34](=[O:35])[CH2:33][CH2:32][C:31]3=[O:36])=[O:37])[CH2:11][CH2:10]2)=[C:4]([N:15]2[CH2:20][CH2:19][CH:18]([C:21]([N:23]3[CH2:27][CH2:26][CH2:25][CH2:24]3)=[O:22])[CH2:17][CH2:16]2)[CH:3]=1. The yield is 0.200. (4) The reactants are [CH2:1]([C:3]1[CH:4]=[C:5]2[C:9](=[CH:10][CH:11]=1)[NH:8][CH2:7][CH2:6]2)[CH3:2].[N+:12]([O-])([O-:14])=[O:13].[K+].[OH-].[Na+]. The catalyst is OS(O)(=O)=O. The product is [CH2:1]([C:3]1[CH:4]=[C:5]2[C:9](=[CH:10][C:11]=1[N+:12]([O-:14])=[O:13])[NH:8][CH2:7][CH2:6]2)[CH3:2]. The yield is 0.580. (5) The reactants are Cl[C:2]1[S:3][C:4]2[CH:10]=[C:9]([O:11][CH3:12])[CH:8]=[CH:7][C:5]=2[N:6]=1.[NH2:13][C:14]1[CH:19]=[C:18]([Cl:20])[C:17]([OH:21])=[C:16]([Cl:22])[CH:15]=1.C([O-])([O-])=O.[K+].[K+]. The catalyst is CS(C)=O. The product is [Cl:20][C:18]1[CH:19]=[C:14]([NH2:13])[CH:15]=[C:16]([Cl:22])[C:17]=1[O:21][C:2]1[S:3][C:4]2[CH:10]=[C:9]([O:11][CH3:12])[CH:8]=[CH:7][C:5]=2[N:6]=1. The yield is 0.560. (6) The reactants are [C:1]1([C:7]2[CH:12]=[C:11]([C:13]3[S:14][CH:15]=[CH:16][CH:17]=3)[NH:10][C:9](=[S:18])[C:8]=2[C:19]#[N:20])[CH:6]=[CH:5][CH:4]=[CH:3][CH:2]=1.[CH2:21]([S:25][CH2:26]Cl)[CH2:22][CH2:23][CH3:24].CCN(CC)CC. The product is [CH2:21]([S:25][CH2:26][S:18][C:9]1[N:10]=[C:11]([C:13]2[S:14][CH:15]=[CH:16][CH:17]=2)[CH:12]=[C:7]([C:1]2[CH:2]=[CH:3][CH:4]=[CH:5][CH:6]=2)[C:8]=1[C:19]#[N:20])[CH2:22][CH2:23][CH3:24]. The yield is 0.920. The catalyst is CC#N.CCOC(C)=O.O. (7) The reactants are [SH:1][C:2]1[N:9]=[CH:8][CH:7]=[CH:6][C:3]=1[C:4]#[N:5].[OH-].[Na+].Br[CH2:13][N+:14]([O-:16])=[O:15]. The catalyst is CN(C=O)C.O. The product is [N+:14]([C:13]1[S:1][C:2]2=[N:9][CH:8]=[CH:7][CH:6]=[C:3]2[C:4]=1[NH2:5])([O-:16])=[O:15]. The yield is 0.780. (8) The reactants are C[O:2][C:3]1[CH:21]=[CH:20][C:6]([O:7][C:8]2[CH:13]=[CH:12][C:11]([C:14]3[CH:19]=[CH:18][CH:17]=[CH:16][CH:15]=3)=[CH:10][CH:9]=2)=[CH:5][CH:4]=1.B(Br)(Br)Br.O.ClCCl. The catalyst is ClCCl. The product is [C:11]1([C:14]2[CH:19]=[CH:18][CH:17]=[CH:16][CH:15]=2)[CH:12]=[CH:13][C:8]([O:7][C:6]2[CH:20]=[CH:21][C:3]([OH:2])=[CH:4][CH:5]=2)=[CH:9][CH:10]=1. The yield is 0.470.